From a dataset of Reaction yield outcomes from USPTO patents with 853,638 reactions. Predict the reaction yield, written as a fraction of the theoretical maximum amount of product (1.0 means a 100% yield; for example, 0.34 means a 34% yield). (1) The reactants are [CH:1]1([CH:6]=[CH:7][C:8]#[N:9])[CH2:5][CH2:4][CH2:3][CH2:2]1.C(=O)([O-])[O-].[Cs+].[Cs+].[NH:16]1[CH:20]=[C:19]([C:21]2[C:22]3[CH:29]=[CH:28][N:27]([CH2:30][O:31][CH2:32][CH2:33][Si:34]([CH3:37])([CH3:36])[CH3:35])[C:23]=3[N:24]=[CH:25][N:26]=2)[CH:18]=[N:17]1. The catalyst is C(#N)C. The product is [CH:1]1([CH:6]([N:16]2[CH:20]=[C:19]([C:21]3[C:22]4[CH:29]=[CH:28][N:27]([CH2:30][O:31][CH2:32][CH2:33][Si:34]([CH3:37])([CH3:36])[CH3:35])[C:23]=4[N:24]=[CH:25][N:26]=3)[CH:18]=[N:17]2)[CH2:7][C:8]#[N:9])[CH2:5][CH2:4][CH2:3][CH2:2]1. The yield is 0.978. (2) The reactants are [Br:1][C:2]1[N:7]=[C:6]([NH:8][C@H:9]([C:11]2[CH:16]=[CH:15][CH:14]=[C:13]([N+:17]([O-])=O)[CH:12]=2)[CH3:10])[CH:5]=[CH:4][CH:3]=1.[Cl-].[NH4+].[In]. The catalyst is C(O)C.O. The product is [NH2:17][C:13]1[CH:12]=[C:11]([C@@H:9]([NH:8][C:6]2[CH:5]=[CH:4][CH:3]=[C:2]([Br:1])[N:7]=2)[CH3:10])[CH:16]=[CH:15][CH:14]=1. The yield is 0.770. (3) The catalyst is [Br-].C([N+](CCCC)(CCCC)CCCC)CCC.O.C(OCC)C. The yield is 0.950. The product is [CH2:9]([N:4]1[CH:3]=[C:2]([Br:1])[CH:6]=[N:5]1)[C:10]1[CH:15]=[CH:14][CH:13]=[CH:12][CH:11]=1. The reactants are [Br:1][C:2]1[CH:3]=[N:4][NH:5][CH:6]=1.[OH-].[K+].[CH2:9](Cl)[C:10]1[CH:15]=[CH:14][CH:13]=[CH:12][CH:11]=1.Cl. (4) The reactants are [Cl:1][C:2]1[CH:7]=[CH:6][C:5]([C:8]2[CH:13]=[N:12][N:11]3[C:14](=[O:17])[NH:15][N:16]=[C:10]3[C:9]=2[C:18]2[CH:23]=[CH:22][C:21]([Cl:24])=[CH:20][CH:19]=2)=[CH:4][CH:3]=1.[Cl:25][C:26]1[CH:31]=[CH:30][C:29](B(O)O)=[CH:28][CH:27]=1.C(N(CC)CC)C. The catalyst is N1C=CC=CC=1.O.C([O-])(=O)C.[Cu+2].C([O-])(=O)C. The product is [Cl:25][C:26]1[CH:31]=[CH:30][C:29]([N:15]2[C:14](=[O:17])[N:11]3[N:12]=[CH:13][C:8]([C:5]4[CH:6]=[CH:7][C:2]([Cl:1])=[CH:3][CH:4]=4)=[C:9]([C:18]4[CH:23]=[CH:22][C:21]([Cl:24])=[CH:20][CH:19]=4)[C:10]3=[N:16]2)=[CH:28][CH:27]=1. The yield is 0.0800.